This data is from Forward reaction prediction with 1.9M reactions from USPTO patents (1976-2016). The task is: Predict the product of the given reaction. (1) Given the reactants Cl.[NH:2]1[CH2:7][CH2:6][O:5][CH2:4][CH:3]1[C:8]([O:10]C)=O.[CH3:12][CH:13]([NH2:15])[CH3:14], predict the reaction product. The product is: [CH:13]([NH:15][C:8]([CH:3]1[CH2:4][O:5][CH2:6][CH2:7][NH:2]1)=[O:10])([CH3:14])[CH3:12]. (2) Given the reactants [N:1]1([S:11]([C:14]2[CH:22]=[CH:21][C:17]([C:18](O)=[O:19])=[CH:16][CH:15]=2)(=[O:13])=[O:12])[C:10]2[C:5](=[CH:6][CH:7]=[CH:8][CH:9]=2)[CH2:4][CH2:3][CH2:2]1.[NH2:23][C:24]1[S:25][CH:26]=[C:27]([C:29]2[CH:38]=[CH:37][C:32]3[NH:33][C:34](=[O:36])[O:35][C:31]=3[CH:30]=2)[N:28]=1, predict the reaction product. The product is: [N:1]1([S:11]([C:14]2[CH:15]=[CH:16][C:17]([C:18]([NH:23][C:24]3[S:25][CH:26]=[C:27]([C:29]4[CH:38]=[CH:37][C:32]5[NH:33][C:34](=[O:36])[O:35][C:31]=5[CH:30]=4)[N:28]=3)=[O:19])=[CH:21][CH:22]=2)(=[O:13])=[O:12])[C:10]2[C:5](=[CH:6][CH:7]=[CH:8][CH:9]=2)[CH2:4][CH2:3][CH2:2]1. (3) Given the reactants [CH2:1]([O:8][C:9]1[C:10](C)=[C:11]([CH:15]=[CH:16][CH:17]=1)[C:12]([OH:14])=O)[C:2]1[CH:7]=[CH:6][CH:5]=[CH:4][CH:3]=1.B.[CH2:20]1COCC1.CO, predict the reaction product. The product is: [CH2:1]([O:8][C:9]1[CH:17]=[CH:16][C:15]([CH3:20])=[C:11]([CH2:12][OH:14])[CH:10]=1)[C:2]1[CH:3]=[CH:4][CH:5]=[CH:6][CH:7]=1. (4) Given the reactants [C:1]1(=[C:8]([C:25]2[CH:30]=[CH:29][CH:28]=[C:27]([OH:31])[CH:26]=2)[C:9]2[CH:14]=[CH:13][C:12](/[CH:15]=[CH:16]/[C:17]([O:19]C(C)(C)C)=[O:18])=[C:11]([F:24])[CH:10]=2)[CH2:7][CH2:6][CH2:5][CH2:4][CH2:3][CH2:2]1.C(O)(C(F)(F)F)=O, predict the reaction product. The product is: [C:1]1(=[C:8]([C:25]2[CH:30]=[CH:29][CH:28]=[C:27]([OH:31])[CH:26]=2)[C:9]2[CH:14]=[CH:13][C:12](/[CH:15]=[CH:16]/[C:17]([OH:19])=[O:18])=[C:11]([F:24])[CH:10]=2)[CH2:7][CH2:6][CH2:5][CH2:4][CH2:3][CH2:2]1. (5) Given the reactants [OH-].[Na+].[CH:3]1([CH2:8][CH:9]([C:14]2[CH:19]=[CH:18][C:17]([S:20]([CH3:23])(=[O:22])=[O:21])=[CH:16][CH:15]=2)[C:10]([O:12]C)=[O:11])[CH2:7][CH:6]=[CH:5][CH2:4]1, predict the reaction product. The product is: [CH:3]1([CH2:8][CH:9]([C:14]2[CH:19]=[CH:18][C:17]([S:20]([CH3:23])(=[O:22])=[O:21])=[CH:16][CH:15]=2)[C:10]([OH:12])=[O:11])[CH2:7][CH:6]=[CH:5][CH2:4]1. (6) Given the reactants C(OC([N:8](C(OC(C)(C)C)=O)[C:9]1[C:10]([C:28]2[N:32](C(OC(C)(C)C)=O)[C:31]3[CH:40]=[CH:41][CH:42]=[CH:43][C:30]=3[N:29]=2)=[N:11][C:12]([C:15]2[CH2:16][CH2:17][N:18](C(OC(C)(C)C)=O)[CH2:19][CH:20]=2)=[CH:13][N:14]=1)=O)(C)(C)C.C(O)(C(F)(F)F)=O, predict the reaction product. The product is: [NH:29]1[C:30]2[CH:43]=[CH:42][CH:41]=[CH:40][C:31]=2[N:32]=[C:28]1[C:10]1[C:9]([NH2:8])=[N:14][CH:13]=[C:12]([C:15]2[CH2:16][CH2:17][NH:18][CH2:19][CH:20]=2)[N:11]=1. (7) Given the reactants [CH:1]1([C:6](Cl)=[O:7])[CH2:5][CH2:4][CH2:3][CH2:2]1.[NH2:9][C:10]1([C:16](O)=[O:17])[CH2:15][CH2:14][CH2:13][CH2:12][CH2:11]1.C(=O)([O-])[O-].[Na+].[Na+].Cl.C(N=C=NCCCN(C)C)C, predict the reaction product. The product is: [CH:1]1([C:6]2[O:7][C:16](=[O:17])[C:10]3([CH2:15][CH2:14][CH2:13][CH2:12][CH2:11]3)[N:9]=2)[CH2:5][CH2:4][CH2:3][CH2:2]1. (8) Given the reactants [Cl:1][C:2]1[N:7]=[C:6](Cl)[C:5]([O:9][CH3:10])=[CH:4][N:3]=1.C([O-])([O-])=O.[K+].[K+].[CH2:17]([OH:20])[CH:18]=[CH2:19], predict the reaction product. The product is: [Cl:1][C:2]1[N:7]=[C:6]([O:20][CH2:17][CH:18]=[CH2:19])[C:5]([O:9][CH3:10])=[CH:4][N:3]=1.